This data is from Full USPTO retrosynthesis dataset with 1.9M reactions from patents (1976-2016). The task is: Predict the reactants needed to synthesize the given product. (1) Given the product [CH3:16][CH2:15][O:14][C:12]([C:11]1[CH:17]=[CH:18][C:8]([NH:7][CH:1]2[CH2:6][CH2:5][CH2:4][CH2:3][CH2:2]2)=[C:9]([NH2:19])[CH:10]=1)=[O:13], predict the reactants needed to synthesize it. The reactants are: [C:1]1([NH:7][C:8]2[CH:18]=[CH:17][C:11]([C:12]([O:14][CH2:15][CH3:16])=[O:13])=[CH:10][C:9]=2[N+:19]([O-])=O)[CH:6]=[CH:5][CH:4]=[CH:3][CH:2]=1.[H][H]. (2) The reactants are: [CH:1](O)=O.[NH2:4][C:5]1[CH:6]=[C:7]([NH:13][C:14]([C:16]2[CH:21]=[CH:20][C:19]([C:22]3[CH:27]=[CH:26][CH:25]=[CH:24][CH:23]=3)=[CH:18][CH:17]=2)=[O:15])[CH:8]=[CH:9][C:10]=1[O:11][CH3:12]. Given the product [CH3:12][O:11][C:10]1[CH:9]=[CH:8][C:7]([NH:13][C:14]([C:16]2[CH:21]=[CH:20][C:19]([C:22]3[CH:27]=[CH:26][CH:25]=[CH:24][CH:23]=3)=[CH:18][CH:17]=2)=[O:15])=[CH:6][C:5]=1[NH:4][CH3:1], predict the reactants needed to synthesize it. (3) Given the product [C:29]([C:5]1[CH:4]=[C:3]([Cl:32])[C:2]([CH:33]2[CH2:35][CH2:34]2)=[CH:7][C:6]=1[NH:8][CH2:9][C:10]([N:12]1[CH2:17][CH2:16][N:15]([CH:18]2[CH2:21][N:20]([C:22]([O:24][C:25]([CH3:28])([CH3:27])[CH3:26])=[O:23])[CH2:19]2)[CH2:14][CH2:13]1)=[O:11])(=[O:31])[NH2:30], predict the reactants needed to synthesize it. The reactants are: Br[C:2]1[C:3]([Cl:32])=[CH:4][C:5]([C:29](=[O:31])[NH2:30])=[C:6]([NH:8][CH2:9][C:10]([N:12]2[CH2:17][CH2:16][N:15]([CH:18]3[CH2:21][N:20]([C:22]([O:24][C:25]([CH3:28])([CH3:27])[CH3:26])=[O:23])[CH2:19]3)[CH2:14][CH2:13]2)=[O:11])[CH:7]=1.[CH:33]1(B(O)O)[CH2:35][CH2:34]1.C1(P(C2CCCCC2)C2CCCCC2)CCCCC1.[O-]P([O-])([O-])=O.[K+].[K+].[K+]. (4) Given the product [CH2:15]([C:13]1[S:14][C:8]2[N:7]([CH2:17][C:18]3[CH:23]=[CH:22][C:21]([C:24]4[CH:29]=[CH:28][CH:27]=[CH:26][C:25]=4[C:30]4[NH:34][C:33](=[O:35])[O:32][N:31]=4)=[CH:20][CH:19]=3)[C:6](=[O:36])[N:5]([CH2:4][C:3](=[N:41][O:42][CH3:43])[C:2]([CH3:38])([CH3:1])[CH3:39])[C:10](=[O:11])[C:9]=2[CH:12]=1)[CH3:16], predict the reactants needed to synthesize it. The reactants are: [CH3:1][C:2]([CH3:39])([CH3:38])[C:3](=O)[CH2:4][N:5]1[C:10](=[O:11])[C:9]2[CH:12]=[C:13]([CH2:15][CH3:16])[S:14][C:8]=2[N:7]([CH2:17][C:18]2[CH:23]=[CH:22][C:21]([C:24]3[CH:29]=[CH:28][CH:27]=[CH:26][C:25]=3[C:30]3[NH:34][C:33](=[O:35])[O:32][N:31]=3)=[CH:20][CH:19]=2)[C:6]1=[O:36].Cl.[NH2:41][O:42][CH3:43].N1C=CC=CC=1.Cl. (5) Given the product [C:1]([N:4]([C:10]1[CH:18]=[CH:17][C:13]([C:14]([NH:61][C@H:59]([C:57]2[NH:56][C:55]3[CH:62]=[CH:63][C:52]([Cl:51])=[CH:53][C:54]=3[N:58]=2)[CH3:60])=[O:16])=[CH:12][C:11]=1[CH3:19])[CH:5]1[CH2:6][CH2:7][CH2:8][CH2:9]1)(=[O:3])[CH3:2], predict the reactants needed to synthesize it. The reactants are: [C:1]([N:4]([C:10]1[CH:18]=[CH:17][C:13]([C:14]([OH:16])=O)=[CH:12][C:11]=1[CH3:19])[CH:5]1[CH2:9][CH2:8][CH2:7][CH2:6]1)(=[O:3])[CH3:2].CN(C(ON1N=NC2C=CC=CC1=2)=[N+](C)C)C.[B-](F)(F)(F)F.C(N(C(C)C)CC)(C)C.[Cl:51][C:52]1[CH:63]=[CH:62][C:55]2[NH:56][C:57]([C@@H:59]([NH2:61])[CH3:60])=[N:58][C:54]=2[CH:53]=1.ClCl. (6) Given the product [C:1]([C:5]1[N:10]=[C:9]([N:11]2[CH2:16][CH2:15][N:14]([CH2:17][CH2:18][CH2:19][CH2:20][NH:21][C:49]([N:42]3[CH2:43][CH2:44][N:39]([CH3:38])[CH2:40][CH2:41]3)=[O:50])[CH2:13][CH2:12]2)[CH:8]=[C:7]([C:22]([F:24])([F:25])[F:23])[N:6]=1)([CH3:4])([CH3:2])[CH3:3], predict the reactants needed to synthesize it. The reactants are: [C:1]([C:5]1[N:10]=[C:9]([N:11]2[CH2:16][CH2:15][N:14]([CH2:17][CH2:18][CH2:19][CH2:20][NH2:21])[CH2:13][CH2:12]2)[CH:8]=[C:7]([C:22]([F:25])([F:24])[F:23])[N:6]=1)([CH3:4])([CH3:3])[CH3:2].C1N=CN(C(N2C=NC=C2)=O)C=1.[CH3:38][N:39]1[CH2:44][CH2:43][NH:42][CH2:41][CH2:40]1.C(Cl)(Cl)Cl.[CH3:49][OH:50]. (7) The reactants are: Br[CH2:2][CH2:3][O:4][C:5]1[CH:6]=[C:7]2[C:11](=[CH:12][CH:13]=1)[N:10]([C:14]1[CH:19]=[CH:18][CH:17]=[C:16]([I:20])[CH:15]=1)[N:9]=[C:8]2[C:21]([NH2:23])=[O:22].C([N:27]([CH2:31][CH3:32])[CH:28](C)C)(C)C.N1CCC1. Given the product [N:27]1([CH2:2][CH2:3][O:4][C:5]2[CH:6]=[C:7]3[C:11](=[CH:12][CH:13]=2)[N:10]([C:14]2[CH:19]=[CH:18][CH:17]=[C:16]([I:20])[CH:15]=2)[N:9]=[C:8]3[C:21]([NH2:23])=[O:22])[CH2:28][CH2:32][CH2:31]1, predict the reactants needed to synthesize it. (8) Given the product [CH2:1]([C:3]([C:28]1[CH:33]=[CH:32][C:31]([O:34][S:37]([C:40]([F:43])([F:42])[F:41])(=[O:38])=[O:36])=[C:30]([CH3:35])[CH:29]=1)([C:6]1[CH:11]=[CH:10][C:9]([C:12]#[C:13][C:14]([O:23][CH2:24][O:25][CH3:26])([C:19]([F:20])([F:21])[F:22])[C:15]([F:18])([F:17])[F:16])=[C:8]([CH3:27])[CH:7]=1)[CH2:4][CH3:5])[CH3:2], predict the reactants needed to synthesize it. The reactants are: [CH2:1]([C:3]([C:28]1[CH:33]=[CH:32][C:31]([OH:34])=[C:30]([CH3:35])[CH:29]=1)([C:6]1[CH:11]=[CH:10][C:9]([C:12]#[C:13][C:14]([O:23][CH2:24][O:25][CH3:26])([C:19]([F:22])([F:21])[F:20])[C:15]([F:18])([F:17])[F:16])=[C:8]([CH3:27])[CH:7]=1)[CH2:4][CH3:5])[CH3:2].[O:36](S(C(F)(F)F)(=O)=O)[S:37]([C:40]([F:43])([F:42])[F:41])(=O)=[O:38].N1C=CC=CC=1.O. (9) Given the product [C:25]([C:27]1[CH:28]=[CH:29][C:30]([NH:33][C:34](=[O:35])[NH:1][C:2]2[CH:3]=[CH:4][C:5]([NH:8][S:9]([C:12]3[CH:13]=[C:14]([C:18]4[CH:23]=[CH:22][C:21]([F:24])=[CH:20][CH:19]=4)[CH:15]=[CH:16][CH:17]=3)(=[O:11])=[O:10])=[CH:6][CH:7]=2)=[CH:31][CH:32]=1)#[N:26], predict the reactants needed to synthesize it. The reactants are: [NH2:1][C:2]1[CH:7]=[CH:6][C:5]([NH:8][S:9]([C:12]2[CH:13]=[C:14]([C:18]3[CH:23]=[CH:22][C:21]([F:24])=[CH:20][CH:19]=3)[CH:15]=[CH:16][CH:17]=2)(=[O:11])=[O:10])=[CH:4][CH:3]=1.[C:25]([C:27]1[CH:32]=[CH:31][C:30]([N:33]=[C:34]=[O:35])=[CH:29][CH:28]=1)#[N:26]. (10) The reactants are: Br[C:2]1[CH:8]=[C:7](Br)[CH:6]=[CH:5][C:3]=1[NH2:4].[C:10]1(B(O)O)[CH:15]=[CH:14][CH:13]=[CH:12][CH:11]=1.C(=O)([O-])[O-].[K+].[K+]. Given the product [C:10]1([C:2]2[CH:8]=[C:7]([C:2]3[CH:8]=[CH:7][CH:6]=[CH:5][CH:3]=3)[CH:6]=[CH:5][C:3]=2[NH2:4])[CH:15]=[CH:14][CH:13]=[CH:12][CH:11]=1, predict the reactants needed to synthesize it.